Dataset: Tyrosyl-DNA phosphodiesterase HTS with 341,365 compounds. Task: Binary Classification. Given a drug SMILES string, predict its activity (active/inactive) in a high-throughput screening assay against a specified biological target. (1) The molecule is s1c2c(CCCC2)c(c1NC(=O)c1noc(c1)c1ccccc1)C(OCC)=O. The result is 0 (inactive). (2) The drug is S(c1n2nc(nc2nc(c1)C)C)CC(=O)c1ccccc1. The result is 0 (inactive). (3) The compound is S(=O)(=O)(NC(Cc1ccccc1)C(=O)Nc1ccc(cc1)C(=O)C)c1cc2CCC(=O)Nc2cc1. The result is 0 (inactive). (4) The molecule is S(c1n(c2ccc(OC)cc2)c(=O)c2c(n1)cccc2)CC#N. The result is 0 (inactive). (5) The compound is Clc1cc(c2ccc(C3N4C(C5C3C(=O)N(C5=O)C)(CCCC4)C(OC)=O)cc2)ccc1. The result is 0 (inactive).